From a dataset of Peptide-MHC class II binding affinity with 134,281 pairs from IEDB. Regression. Given a peptide amino acid sequence and an MHC pseudo amino acid sequence, predict their binding affinity value. This is MHC class II binding data. (1) The peptide sequence is SKTHLNFERSLKAFF. The MHC is DRB1_0701 with pseudo-sequence DRB1_0701. The binding affinity (normalized) is 0.660. (2) The peptide sequence is TNDNNLYKLHGGHVS. The MHC is DRB1_1101 with pseudo-sequence DRB1_1101. The binding affinity (normalized) is 0.412. (3) The peptide sequence is PVLSAFKKFPKFNRV. The MHC is DRB1_0701 with pseudo-sequence DRB1_0701. The binding affinity (normalized) is 0.426. (4) The peptide sequence is WGAIWRIDTPDKLTGPFTVR. The MHC is HLA-DPA10201-DPB10501 with pseudo-sequence HLA-DPA10201-DPB10501. The binding affinity (normalized) is 0.358. (5) The peptide sequence is LQMVGMRRPQQGASG. The MHC is DRB1_1302 with pseudo-sequence DRB1_1302. The binding affinity (normalized) is 0.